Dataset: Full USPTO retrosynthesis dataset with 1.9M reactions from patents (1976-2016). Task: Predict the reactants needed to synthesize the given product. The reactants are: [NH2:1][C:2]1[CH:7]=[C:6]([CH3:8])[CH:5]=[CH:4][C:3]=1[OH:9].[Cl:10][C:11]1[CH:19]=[CH:18][C:17]([N+:20]([O-:22])=[O:21])=[CH:16][C:12]=1[C:13](Cl)=O. Given the product [Cl:10][C:11]1[CH:19]=[CH:18][C:17]([N+:20]([O-:22])=[O:21])=[CH:16][C:12]=1[C:13]1[O:9][C:3]2[CH:4]=[CH:5][C:6]([CH3:8])=[CH:7][C:2]=2[N:1]=1, predict the reactants needed to synthesize it.